This data is from Peptide-MHC class I binding affinity with 185,985 pairs from IEDB/IMGT. The task is: Regression. Given a peptide amino acid sequence and an MHC pseudo amino acid sequence, predict their binding affinity value. This is MHC class I binding data. (1) The peptide sequence is ILRGSVAHK. The MHC is HLA-A03:01 with pseudo-sequence HLA-A03:01. The binding affinity (normalized) is 0.599. (2) The peptide sequence is MTSGSSSGF. The MHC is HLA-A01:01 with pseudo-sequence HLA-A01:01. The binding affinity (normalized) is 0.213. (3) The peptide sequence is QWSPGPGRL. The MHC is HLA-B07:02 with pseudo-sequence HLA-B07:02. The binding affinity (normalized) is 0.0847. (4) The peptide sequence is TVFRNQNRV. The MHC is HLA-B14:02 with pseudo-sequence HLA-B14:02. The binding affinity (normalized) is 0.213. (5) The peptide sequence is GLMWLSYFV. The MHC is HLA-A03:01 with pseudo-sequence HLA-A03:01. The binding affinity (normalized) is 0.178. (6) The peptide sequence is RVYKTIWEI. The binding affinity (normalized) is 0.478. The MHC is HLA-A02:01 with pseudo-sequence HLA-A02:01. (7) The peptide sequence is AMLQLDPNA. The MHC is HLA-A02:01 with pseudo-sequence HLA-A02:01. The binding affinity (normalized) is 0.514. (8) The peptide sequence is NVSRVVECL. The MHC is HLA-A02:01 with pseudo-sequence HLA-A02:01. The binding affinity (normalized) is 0.231. (9) The peptide sequence is KAKWLTPFEK. The MHC is HLA-A68:01 with pseudo-sequence HLA-A68:01. The binding affinity (normalized) is 0.133. (10) The peptide sequence is YFNTHDVYF. The MHC is HLA-B51:01 with pseudo-sequence HLA-B51:01. The binding affinity (normalized) is 0.0847.